This data is from Full USPTO retrosynthesis dataset with 1.9M reactions from patents (1976-2016). The task is: Predict the reactants needed to synthesize the given product. (1) Given the product [Cl:23][C:11]1[N:12]([CH3:17])[C:13](=[O:16])[C:14]2[C:9](=[N:8][N:7]([CH2:6][C:5]3[CH:19]=[CH:20][C:2]([Br:1])=[CH:3][CH:4]=3)[CH:15]=2)[N:10]=1, predict the reactants needed to synthesize it. The reactants are: [Br:1][C:2]1[CH:20]=[CH:19][C:5]([CH2:6][N:7]2[CH:15]=[C:14]3[C:9]([NH:10][C:11](=O)[N:12]([CH3:17])[C:13]3=[O:16])=[N:8]2)=[CH:4][CH:3]=1.O=P(Cl)(Cl)[Cl:23]. (2) Given the product [CH2:35]([O:34][C:32](=[O:33])[NH:19][CH2:18][CH:15]1[CH2:14][C:13]2[CH:12]=[CH:11][CH:10]=[C:9]([C:5]3[CH:6]=[CH:7][CH:8]=[C:3]([C:2]([F:20])([F:1])[F:21])[CH:4]=3)[C:17]=2[O:16]1)[C:36]1[CH:41]=[CH:40][CH:39]=[CH:38][CH:37]=1, predict the reactants needed to synthesize it. The reactants are: [F:1][C:2]([F:21])([F:20])[C:3]1[CH:4]=[C:5]([C:9]2[C:17]3[O:16][CH:15]([CH2:18][NH2:19])[CH2:14][C:13]=3[CH:12]=[CH:11][CH:10]=2)[CH:6]=[CH:7][CH:8]=1.C(N(C(C)C)CC)(C)C.Cl[C:32]([O:34][CH2:35][C:36]1[CH:41]=[CH:40][CH:39]=[CH:38][CH:37]=1)=[O:33].C(OC(=O)NCC1CC2C=CC=C(C3CCCC3)C=2O1)C1C=CC=CC=1. (3) Given the product [CH3:14][C:13]1[O:16][C:8]2[CH:7]=[C:6]([C:1](=[O:5])[CH2:2][CH2:3][CH3:4])[CH:11]=[CH:10][C:9]=2[N:12]=1, predict the reactants needed to synthesize it. The reactants are: [C:1]([C:6]1[CH:11]=[CH:10][C:9]([NH:12][C:13](=O)[CH3:14])=[C:8]([OH:16])[CH:7]=1)(=[O:5])[CH2:2][CH2:3][CH3:4].CC1C=CC(S(O)(=O)=O)=CC=1. (4) Given the product [CH:1]([C:3]1[CH:11]=[CH:10][C:6]([C:7]([O:9][CH2:18][CH3:19])=[O:8])=[C:5]([CH3:12])[CH:4]=1)=[O:2], predict the reactants needed to synthesize it. The reactants are: [CH:1]([C:3]1[CH:11]=[CH:10][C:6]([C:7]([OH:9])=[O:8])=[C:5]([CH3:12])[CH:4]=1)=[O:2].OS(O)(=O)=O.[CH3:18][CH2:19]O.